From a dataset of Forward reaction prediction with 1.9M reactions from USPTO patents (1976-2016). Predict the product of the given reaction. Given the reactants [C:1]([O:5][C:6](=[O:22])[NH:7][C:8]1[CH2:9][O:10][CH2:11][C:12]([C:15]2[CH:20]=[CH:19][CH:18]=[C:17](Br)[CH:16]=2)([CH3:14])[N:13]=1)([CH3:4])([CH3:3])[CH3:2].[N-:23]=[N+:24]=[N-:25].[Na+].O=C1O[C@H]([C@H](CO)O)C([O-])=C1O.[Na+].CN[C@@H]1CCCC[C@H]1NC, predict the reaction product. The product is: [C:1]([O:5][C:6](=[O:22])[NH:7][C:8]1[CH2:9][O:10][CH2:11][C:12]([C:15]2[CH:20]=[CH:19][CH:18]=[C:17]([N:23]=[N+:24]=[N-:25])[CH:16]=2)([CH3:14])[N:13]=1)([CH3:4])([CH3:3])[CH3:2].